This data is from Forward reaction prediction with 1.9M reactions from USPTO patents (1976-2016). The task is: Predict the product of the given reaction. Given the reactants Cl[C:2]([O:4][C:5]1[CH:10]=[CH:9][C:8]([N+:11]([O-:13])=[O:12])=[CH:7][CH:6]=1)=[O:3].[C:14]([C:17]1[CH:21]=[C:20]([CH2:22][OH:23])[O:19][N:18]=1)(=[O:16])[NH2:15].N1C=CC=CC=1, predict the reaction product. The product is: [C:2](=[O:3])([O:4][C:5]1[CH:6]=[CH:7][C:8]([N+:11]([O-:13])=[O:12])=[CH:9][CH:10]=1)[O:23][CH2:22][C:20]1[O:19][N:18]=[C:17]([C:14](=[O:16])[NH2:15])[CH:21]=1.